Task: Predict the product of the given reaction.. Dataset: Forward reaction prediction with 1.9M reactions from USPTO patents (1976-2016) (1) Given the reactants C([N:8]1[CH2:12][C@H:11]2[C:13]3[CH:14]=[CH:15][C:16]([C:22]([CH3:24])=[CH2:23])=[C:17]([Cl:21])[C:18]=3[CH2:19][O:20][C@@:10]2([CH3:25])[CH2:9]1)C1C=CC=CC=1.ClC(OC(Cl)C)=O.CO, predict the reaction product. The product is: [ClH:21].[Cl:21][C:17]1[C:18]2[CH2:19][O:20][C@:10]3([CH3:25])[C@H:11]([C:13]=2[CH:14]=[CH:15][C:16]=1[C:22]([CH3:24])=[CH2:23])[CH2:12][NH:8][CH2:9]3. (2) Given the reactants [CH3:1][O:2][C:3]([C:5]1[N:6]=[C:7]2[C:12]([C:13]([F:16])([F:15])[F:14])=[CH:11][C:10]([N+:17]([O-])=O)=[CH:9][N:8]2[C:20]=1[Cl:21])=[O:4].CO, predict the reaction product. The product is: [CH3:1][O:2][C:3]([C:5]1[N:6]=[C:7]2[C:12]([C:13]([F:15])([F:14])[F:16])=[CH:11][C:10]([NH2:17])=[CH:9][N:8]2[C:20]=1[Cl:21])=[O:4].